This data is from Forward reaction prediction with 1.9M reactions from USPTO patents (1976-2016). The task is: Predict the product of the given reaction. (1) Given the reactants Cl[C:2]1[N:7]=[CH:6][N:5]=[C:4]([NH:8][C:9]2[CH:10]=[C:11]([NH:15]C(=O)OC(C)(C)C)[CH:12]=[CH:13][CH:14]=2)[CH:3]=1.[Cl:23][C:24]1[CH:25]=[C:26]([OH:31])[CH:27]=[CH:28][C:29]=1[F:30].C(=O)([O-])[O-].[K+].[K+], predict the reaction product. The product is: [Cl:23][C:24]1[CH:25]=[C:26]([CH:27]=[CH:28][C:29]=1[F:30])[O:31][C:2]1[N:7]=[CH:6][N:5]=[C:4]([NH:8][C:9]2[CH:14]=[CH:13][CH:12]=[C:11]([NH2:15])[CH:10]=2)[CH:3]=1. (2) Given the reactants C(O[C:4]([C:6]1([CH2:22][CH2:23]OC)[CH2:11][CH2:10][N:9]([S:12]([C:15]2[CH:20]=[CH:19][CH:18]=[CH:17][C:16]=2[Cl:21])(=[O:14])=[O:13])[CH2:8][CH2:7]1)=[O:5])C.[Cl-].C[Al+]C.[Cl:30][C:31]1[CH:36]=[CH:35][CH:34]=[CH:33][C:32]=1[CH2:37][CH2:38][NH2:39], predict the reaction product. The product is: [Cl:21][C:16]1[CH:17]=[CH:18][CH:19]=[CH:20][C:15]=1[S:12]([N:9]1[CH2:10][CH2:11][C:6]2([C:4](=[O:5])[N:39]([CH2:38][CH2:37][C:32]3[CH:33]=[CH:34][CH:35]=[CH:36][C:31]=3[Cl:30])[CH2:23][CH2:22]2)[CH2:7][CH2:8]1)(=[O:13])=[O:14]. (3) Given the reactants [CH3:1][O:2][C:3]([C:5]1[C:9]([C:10]2[CH:15]=[CH:14][CH:13]=[CH:12][CH:11]=2)=[C:8]([C:16]2[CH:21]=[CH:20][CH:19]=[CH:18][CH:17]=2)[NH:7][CH:6]=1)=[O:4].Br[CH2:23][CH2:24][CH2:25][O:26][CH3:27].[H-].[Na+].C(=O)(O)[O-].[Na+], predict the reaction product. The product is: [CH3:1][O:2][C:3]([C:5]1[C:9]([C:10]2[CH:15]=[CH:14][CH:13]=[CH:12][CH:11]=2)=[C:8]([C:16]2[CH:21]=[CH:20][CH:19]=[CH:18][CH:17]=2)[N:7]([CH2:23][CH2:24][CH2:25][O:26][CH3:27])[CH:6]=1)=[O:4].